From a dataset of Peptide-MHC class I binding affinity with 185,985 pairs from IEDB/IMGT. Regression. Given a peptide amino acid sequence and an MHC pseudo amino acid sequence, predict their binding affinity value. This is MHC class I binding data. The peptide sequence is NLFSKNILK. The MHC is HLA-A68:01 with pseudo-sequence HLA-A68:01. The binding affinity (normalized) is 0.836.